This data is from Forward reaction prediction with 1.9M reactions from USPTO patents (1976-2016). The task is: Predict the product of the given reaction. Given the reactants [NH2:1][C:2]1[N:7]2[N:8]=[CH:9][C:10]([C:11]3[CH:12]=[N:13][C:14]4[C:19]([CH:20]=3)=[CH:18][CH:17]=[CH:16][CH:15]=4)=[C:6]2[N:5]=[C:4]([CH:21]2[CH2:26][CH2:25]N(CC(O)=O)[CH2:23][CH2:22]2)[C:3]=1[Br:31].C[Si](C)(C)CCOC[N:38](COCC[Si](C)(C)C)[C:39]1N2N=CC(C3C=NC4C(C=3)=CC=CC=4)=C2N=C(C2CCC(CC#N)C2)[CH:40]=1.NC1N2N=CC(C3C=NC4C(C=3)=CC=CC=4)=C2N=C(C2CCN(CC(OC(C)(C)C)=O)CC2)C=1, predict the reaction product. The product is: [NH2:1][C:2]1[N:7]2[N:8]=[CH:9][C:10]([C:11]3[CH:12]=[N:13][C:14]4[C:19]([CH:20]=3)=[CH:18][CH:17]=[CH:16][CH:15]=4)=[C:6]2[N:5]=[C:4]([CH:21]2[CH2:26][CH2:25][CH:23]([CH2:40][C:39]#[N:38])[CH2:22]2)[C:3]=1[Br:31].